Task: Predict which catalyst facilitates the given reaction.. Dataset: Catalyst prediction with 721,799 reactions and 888 catalyst types from USPTO (1) Reactant: C1(S)C=CC=CC=1.[NH2:8][C:9]1[CH:10]=[N:11][N:12]([C:14]2[CH:19]=[CH:18][C:17]([C:20]3[N:25]=[N:24][C:23]([N:26]([CH3:37])[CH:27]4[CH2:32][C:31]([CH3:34])([CH3:33])[NH:30][C:29]([CH3:36])([CH3:35])[CH2:28]4)=[CH:22][CH:21]=3)=[C:16]([O:38]C)[CH:15]=2)[CH:13]=1.C([O-])([O-])=O.[K+].[K+]. Product: [NH2:8][C:9]1[CH:10]=[N:11][N:12]([C:14]2[CH:19]=[CH:18][C:17]([C:20]3[N:25]=[N:24][C:23]([N:26]([CH3:37])[CH:27]4[CH2:32][C:31]([CH3:33])([CH3:34])[NH:30][C:29]([CH3:36])([CH3:35])[CH2:28]4)=[CH:22][CH:21]=3)=[C:16]([OH:38])[CH:15]=2)[CH:13]=1. The catalyst class is: 37. (2) Reactant: [F:1][C:2]1[CH:7]=[CH:6][C:5]([NH:8][CH2:9][CH2:10][CH2:11][C:12]2[CH:19]=[CH:18][C:15]([CH:16]=[O:17])=[CH:14][CH:13]=2)=[CH:4][CH:3]=1.C(O[CH:23](OCC)[C:24]1C=CC(CCCNC2C=CC(F)=CC=2)=C[CH:25]=1)C.BrC(C)C.C([O-])([O-])=O.[K+].[K+]. Product: [F:1][C:2]1[CH:7]=[CH:6][C:5]([N:8]([CH:24]([CH3:25])[CH3:23])[CH2:9][CH2:10][CH2:11][C:12]2[CH:13]=[CH:14][C:15]([CH:16]=[O:17])=[CH:18][CH:19]=2)=[CH:4][CH:3]=1. The catalyst class is: 479. (3) Reactant: [OH-].[Na+].C[O:4][C:5](=[O:22])[C:6]1[CH:11]=[CH:10][C:9]([O:12][CH2:13][C:14]2[CH:19]=[CH:18][CH:17]=[CH:16][CH:15]=2)=[C:8]([O:20][CH3:21])[CH:7]=1. Product: [CH2:13]([O:12][C:9]1[CH:10]=[CH:11][C:6]([C:5]([OH:22])=[O:4])=[CH:7][C:8]=1[O:20][CH3:21])[C:14]1[CH:15]=[CH:16][CH:17]=[CH:18][CH:19]=1. The catalyst class is: 5. (4) Reactant: [CH3:1][C:2]([C:4]1[CH:9]=[CH:8][CH:7]=[C:6]([O:10][C:11]([F:14])([F:13])[F:12])[CH:5]=1)=O.Cl.[OH-].[NH4+:17]. Product: [F:12][C:11]([F:14])([F:13])[O:10][C:6]1[CH:5]=[C:4]([CH:2]([NH2:17])[CH3:1])[CH:9]=[CH:8][CH:7]=1. The catalyst class is: 227. (5) Product: [Br:7][C:8]1[CH:13]=[CH:12][C:11]([O:14][CH2:16][C:17]([C:19]2[CH:24]=[CH:23][C:22]([O:25][CH3:26])=[CH:21][CH:20]=2)=[O:18])=[CH:10][CH:9]=1. Reactant: C(=O)([O-])[O-].[K+].[K+].[Br:7][C:8]1[CH:13]=[CH:12][C:11]([OH:14])=[CH:10][CH:9]=1.Br[CH2:16][C:17]([C:19]1[CH:24]=[CH:23][C:22]([O:25][CH3:26])=[CH:21][CH:20]=1)=[O:18]. The catalyst class is: 10.